Dataset: NCI-60 drug combinations with 297,098 pairs across 59 cell lines. Task: Regression. Given two drug SMILES strings and cell line genomic features, predict the synergy score measuring deviation from expected non-interaction effect. (1) Drug 1: CNC(=O)C1=CC=CC=C1SC2=CC3=C(C=C2)C(=NN3)C=CC4=CC=CC=N4. Drug 2: C1=CC=C(C=C1)NC(=O)CCCCCCC(=O)NO. Cell line: SK-MEL-5. Synergy scores: CSS=1.61, Synergy_ZIP=-5.37, Synergy_Bliss=-8.66, Synergy_Loewe=-24.9, Synergy_HSA=-14.3. (2) Drug 1: CC1C(C(CC(O1)OC2CC(CC3=C2C(=C4C(=C3O)C(=O)C5=C(C4=O)C(=CC=C5)OC)O)(C(=O)C)O)N)O.Cl. Drug 2: C1=NNC2=C1C(=O)NC=N2. Cell line: SNB-19. Synergy scores: CSS=9.05, Synergy_ZIP=-8.10, Synergy_Bliss=-5.02, Synergy_Loewe=-5.24, Synergy_HSA=-4.44. (3) Synergy scores: CSS=-4.95, Synergy_ZIP=0.474, Synergy_Bliss=-5.48, Synergy_Loewe=-14.8, Synergy_HSA=-10.4. Drug 1: CC12CCC(CC1=CCC3C2CCC4(C3CC=C4C5=CN=CC=C5)C)O. Drug 2: CN(C)C1=NC(=NC(=N1)N(C)C)N(C)C. Cell line: UACC-257. (4) Drug 1: CN1C2=C(C=C(C=C2)N(CCCl)CCCl)N=C1CCCC(=O)O.Cl. Drug 2: CC1C(C(CC(O1)OC2CC(CC3=C2C(=C4C(=C3O)C(=O)C5=CC=CC=C5C4=O)O)(C(=O)C)O)N)O. Cell line: A549. Synergy scores: CSS=51.9, Synergy_ZIP=-2.18, Synergy_Bliss=-1.92, Synergy_Loewe=-42.7, Synergy_HSA=-0.328. (5) Drug 1: C1CCN(CC1)CCOC2=CC=C(C=C2)C(=O)C3=C(SC4=C3C=CC(=C4)O)C5=CC=C(C=C5)O. Drug 2: C1C(C(OC1N2C=NC3=C2NC=NCC3O)CO)O. Cell line: SNB-19. Synergy scores: CSS=2.26, Synergy_ZIP=0.939, Synergy_Bliss=2.52, Synergy_Loewe=-0.0100, Synergy_HSA=0.0849. (6) Drug 1: C1=NC2=C(N=C(N=C2N1C3C(C(C(O3)CO)O)F)Cl)N. Synergy scores: CSS=-3.46, Synergy_ZIP=4.47, Synergy_Bliss=3.64, Synergy_Loewe=-1.34, Synergy_HSA=-3.86. Drug 2: CC1=C2C(C(=O)C3(C(CC4C(C3C(C(C2(C)C)(CC1OC(=O)C(C(C5=CC=CC=C5)NC(=O)OC(C)(C)C)O)O)OC(=O)C6=CC=CC=C6)(CO4)OC(=O)C)O)C)O. Cell line: NCI-H322M.